Dataset: Reaction yield outcomes from USPTO patents with 853,638 reactions. Task: Predict the reaction yield, written as a fraction of the theoretical maximum amount of product (1.0 means a 100% yield; for example, 0.34 means a 34% yield). (1) The reactants are [OH:1][C:2]1[CH:3]=[C:4]([CH:7]=[CH:8][C:9]=1[O:10][CH3:11])[CH:5]=[O:6].C([O-])([O-])=O.[K+].[K+].Br[CH2:19][CH2:20][F:21]. The catalyst is CN(C=O)C. The product is [F:21][CH2:20][CH2:19][O:1][C:2]1[CH:3]=[C:4]([CH:7]=[CH:8][C:9]=1[O:10][CH3:11])[CH:5]=[O:6]. The yield is 0.970. (2) The reactants are [NH2:1][CH:2]1[CH2:10][C:9]2[C:4](=[CH:5][CH:6]=[CH:7][CH:8]=2)[CH2:3]1.[C:11]([O:15][C:16](O[C:16]([O:15][C:11]([CH3:14])([CH3:13])[CH3:12])=[O:17])=[O:17])([CH3:14])([CH3:13])[CH3:12].C(N(CC)CC)C. The catalyst is ClCCl.C(OCC)(=O)C.CCCCCC. The product is [CH2:3]1[C:4]2[C:9](=[CH:8][CH:7]=[CH:6][CH:5]=2)[CH2:10][CH:2]1[NH:1][C:16](=[O:17])[O:15][C:11]([CH3:14])([CH3:13])[CH3:12]. The yield is 0.860. (3) The reactants are [CH3:1][C:2]1[N:7]=[C:6]2[S:8][C:9]3[CH2:13][CH2:12][CH2:11][C:10]=3[C:5]2=[C:4]([CH2:14][C:15]2[CH:20]=[CH:19][C:18]([O:21][CH3:22])=[CH:17][CH:16]=2)[C:3]=1[CH2:23][C:24]([O:26][CH3:27])=[O:25].[Li+].C[Si]([N-][Si](C)(C)C)(C)C.[CH2:38]1[CH2:42]OC[CH2:39]1.ICCC. The catalyst is CN(C=O)C. The product is [CH3:1][C:2]1[N:7]=[C:6]2[S:8][C:9]3[CH2:13][CH2:12][CH2:11][C:10]=3[C:5]2=[C:4]([CH2:14][C:15]2[CH:20]=[CH:19][C:18]([O:21][CH3:22])=[CH:17][CH:16]=2)[C:3]=1[CH:23]([CH2:39][CH2:38][CH3:42])[C:24]([O:26][CH3:27])=[O:25]. The yield is 0.370.